Regression. Given a peptide amino acid sequence and an MHC pseudo amino acid sequence, predict their binding affinity value. This is MHC class I binding data. From a dataset of Peptide-MHC class I binding affinity with 185,985 pairs from IEDB/IMGT. (1) The peptide sequence is SWHHTSDDF. The MHC is HLA-A02:01 with pseudo-sequence HLA-A02:01. The binding affinity (normalized) is 0.0847. (2) The peptide sequence is FIIFLFIL. The MHC is H-2-Kb with pseudo-sequence H-2-Kb. The binding affinity (normalized) is 0.282. (3) The peptide sequence is NTATTVLLDE. The MHC is HLA-A68:01 with pseudo-sequence HLA-A68:01. The binding affinity (normalized) is 0. (4) The peptide sequence is WPDANKVGA. The MHC is Patr-A0701 with pseudo-sequence Patr-A0701. The binding affinity (normalized) is 0. (5) The peptide sequence is YSRMLYIEF. The MHC is SLA-20401 with pseudo-sequence SLA-20401. The binding affinity (normalized) is 0.242. (6) The peptide sequence is LIMFEQYFIY. The MHC is HLA-A68:01 with pseudo-sequence HLA-A68:01. The binding affinity (normalized) is 0.311.